Task: Predict the reactants needed to synthesize the given product.. Dataset: Full USPTO retrosynthesis dataset with 1.9M reactions from patents (1976-2016) (1) Given the product [CH:1]1([CH2:4][N:5]([CH2:18][C:19]2[N:20]=[CH:21][S:22][CH:23]=2)[C:6]2[CH:7]=[C:8]([C:14]#[N:15])[C:9]([C:12]#[N:13])=[CH:10][CH:11]=2)[CH2:2][CH2:3]1, predict the reactants needed to synthesize it. The reactants are: [CH:1]1([CH2:4][NH:5][C:6]2[CH:7]=[C:8]([C:14]#[N:15])[C:9]([C:12]#[N:13])=[CH:10][CH:11]=2)[CH2:3][CH2:2]1.Cl.Cl[CH2:18][C:19]1[N:20]=[CH:21][S:22][CH:23]=1.C([O-])([O-])=O.[Cs+].[Cs+]. (2) The reactants are: [NH2:1][C:2]1[CH:7]=[CH:6][CH:5]=[CH:4][CH:3]=1.[CH2:8]([O:10][C:11](=[O:25])[CH:12]([C:17](=O)[C:18]1[CH:23]=[CH:22][CH:21]=[CH:20][CH:19]=1)[CH2:13][C:14](=O)[CH3:15])[CH3:9].CC1C=CC(S(O)(=O)=O)=CC=1. Given the product [CH2:8]([O:10][C:11]([C:12]1[CH:13]=[C:14]([CH3:15])[N:1]([C:2]2[CH:7]=[CH:6][CH:5]=[CH:4][CH:3]=2)[C:17]=1[C:18]1[CH:19]=[CH:20][CH:21]=[CH:22][CH:23]=1)=[O:25])[CH3:9], predict the reactants needed to synthesize it. (3) The reactants are: C(=O)([O-])[O-].[Cs+].[Cs+].Br[CH2:8][CH2:9][CH2:10][Cl:11].CN(C=O)C.[OH:17][C:18]1[N:22]([CH3:23])[N:21]=[C:20]([C:24]([O:26][CH3:27])=[O:25])[CH:19]=1. Given the product [Cl:11][CH2:10][CH2:9][CH2:8][O:17][C:18]1[N:22]([CH3:23])[N:21]=[C:20]([C:24]([O:26][CH3:27])=[O:25])[CH:19]=1, predict the reactants needed to synthesize it. (4) Given the product [Cl:1][C:2]1[CH:3]=[N:4][CH:5]=[C:6]([Cl:17])[C:7]=1[N:8]1[CH2:13][CH2:12][CH:11]([C:14]2[O:15][CH:20]=[CH:21][N:16]=2)[CH2:10][CH2:9]1, predict the reactants needed to synthesize it. The reactants are: [Cl:1][C:2]1[CH:3]=[N:4][CH:5]=[C:6]([Cl:17])[C:7]=1[N:8]1[CH2:13][CH2:12][CH:11]([C:14]([NH2:16])=[O:15])[CH2:10][CH2:9]1.C1(=O)O[CH:21]=[CH:20]O1. (5) Given the product [Cl:1][C:2]1[CH:9]=[CH:8][C:5]([C:6]([OH:17])=[O:21])=[C:4]([NH:10][CH:11]2[CH2:15][CH2:14][CH2:13][CH2:12]2)[CH:3]=1, predict the reactants needed to synthesize it. The reactants are: [Cl:1][C:2]1[CH:9]=[CH:8][C:5]([C:6]#N)=[C:4]([NH:10][CH:11]2[CH2:15][CH2:14][CH2:13][CH2:12]2)[CH:3]=1.S(=O)(=O)(O)[OH:17].[OH-:21].[Na+].